Dataset: Forward reaction prediction with 1.9M reactions from USPTO patents (1976-2016). Task: Predict the product of the given reaction. (1) Given the reactants [NH2:1][CH2:2][C:3]1[CH:8]=[CH:7][C:6]([NH:9][C:10]([CH:12]2[CH2:17][CH2:16][N:15]([CH2:18][C:19]3[CH:24]=[CH:23][CH:22]=[CH:21][CH:20]=3)[CH2:14][CH2:13]2)=[O:11])=[CH:5][CH:4]=1.[Cl:25][C:26]1[N:35]=[C:34](Cl)[C:33]2[C:28](=[CH:29][CH:30]=[CH:31][CH:32]=2)[N:27]=1, predict the reaction product. The product is: [CH2:18]([N:15]1[CH2:14][CH2:13][CH:12]([C:10]([NH:9][C:6]2[CH:7]=[CH:8][C:3]([CH2:2][NH:1][C:34]3[C:33]4[C:28](=[CH:29][CH:30]=[CH:31][CH:32]=4)[N:27]=[C:26]([Cl:25])[N:35]=3)=[CH:4][CH:5]=2)=[O:11])[CH2:17][CH2:16]1)[C:19]1[CH:20]=[CH:21][CH:22]=[CH:23][CH:24]=1. (2) Given the reactants [O:1]=[C:2]1[CH2:7][CH2:6][CH2:5][CH:4]([C:8]([OH:10])=[O:9])[CH2:3]1.C(Cl)CCl.[CH2:15](O)[C:16]1[CH:21]=[CH:20][CH:19]=[CH:18][CH:17]=1, predict the reaction product. The product is: [O:1]=[C:2]1[CH2:7][CH2:6][CH2:5][CH:4]([C:8]([O:10][CH2:15][C:16]2[CH:21]=[CH:20][CH:19]=[CH:18][CH:17]=2)=[O:9])[CH2:3]1. (3) Given the reactants [CH2:1]([O:3][C:4]([C:6]1[C:7]([OH:22])=[C:8]2[C:15]([C:16]3[CH:21]=[CH:20][CH:19]=[CH:18][CH:17]=3)=[N:14][O:13][C:9]2=[C:10](Br)[N:11]=1)=[O:5])[CH3:2].[CH3:23][Sn](C)(C)C, predict the reaction product. The product is: [CH2:1]([O:3][C:4]([C:6]1[C:7]([OH:22])=[C:8]2[C:15]([C:16]3[CH:21]=[CH:20][CH:19]=[CH:18][CH:17]=3)=[N:14][O:13][C:9]2=[C:10]([CH3:23])[N:11]=1)=[O:5])[CH3:2]. (4) Given the reactants [C:1]([O:5][C:6](=[O:24])[NH:7][C:8]1[CH:13]=[C:12]([N:14]([CH3:18])[CH2:15][CH2:16][CH3:17])[C:11]([C:19]([F:22])([F:21])[F:20])=[CH:10][C:9]=1[NH2:23])([CH3:4])([CH3:3])[CH3:2].C([O:29][C:30](=O)[CH2:31][C:32](=[O:45])[C:33]1[CH:38]=[CH:37][CH:36]=[C:35]([C:39]2[CH:44]=[N:43][CH:42]=[CH:41][N:40]=2)[CH:34]=1)(C)(C)C, predict the reaction product. The product is: [C:1]([O:5][C:6](=[O:24])[NH:7][C:8]1[CH:13]=[C:12]([N:14]([CH3:18])[CH2:15][CH2:16][CH3:17])[C:11]([C:19]([F:22])([F:21])[F:20])=[CH:10][C:9]=1[NH:23][C:30](=[O:29])[CH2:31][C:32](=[O:45])[C:33]1[CH:38]=[CH:37][CH:36]=[C:35]([C:39]2[CH:44]=[N:43][CH:42]=[CH:41][N:40]=2)[CH:34]=1)([CH3:2])([CH3:3])[CH3:4]. (5) Given the reactants [CH3:1][O:2][C:3]1[C:4]2[C:15]([C:16]3[CH:21]=[CH:20][CH:19]=[CH:18][CH:17]=3)=[C:14]([C:22]3[CH:27]=[CH:26][C:25]([C:28]4([NH:32][C:33](=[O:39])[O:34][C:35]([CH3:38])([CH3:37])[CH3:36])[CH2:31][CH2:30][CH2:29]4)=[CH:24][CH:23]=3)[O:13][C:5]=2[N:6]=[C:7](S(C)(=O)=O)[N:8]=1.[CH3:40][NH:41][CH3:42], predict the reaction product. The product is: [CH3:40][N:41]([CH3:42])[C:7]1[N:8]=[C:3]([O:2][CH3:1])[C:4]2[C:15]([C:16]3[CH:21]=[CH:20][CH:19]=[CH:18][CH:17]=3)=[C:14]([C:22]3[CH:27]=[CH:26][C:25]([C:28]4([NH:32][C:33](=[O:39])[O:34][C:35]([CH3:38])([CH3:37])[CH3:36])[CH2:31][CH2:30][CH2:29]4)=[CH:24][CH:23]=3)[O:13][C:5]=2[N:6]=1. (6) Given the reactants [CH2:1]([N:3]([CH2:21][CH3:22])[CH2:4][CH2:5][NH:6][C:7]([C:9]1[CH:18]=[C:17]([F:19])[C:16]2[C:11](=[CH:12][CH:13]=[C:14](I)[CH:15]=2)[N:10]=1)=[O:8])[CH3:2].C(N(CC)CCN[C:29]([C:31]1[CH:32]=[C:33]([Sn:42](CCCC)([CH2:47][CH2:48][CH2:49][CH3:50])[CH2:43][CH2:44][CH2:45][CH3:46])C=C2C=1N=CC=C2F)=O)C, predict the reaction product. The product is: [CH2:1]([N:3]([CH2:21][CH3:22])[CH2:4][CH2:5][NH:6][C:7]([C:9]1[CH:18]=[C:17]([F:19])[C:16]2[C:11](=[CH:12][CH:13]=[C:14]([Sn:42]([CH2:43][CH2:44][CH2:45][CH3:46])([CH2:47][CH2:48][CH2:49][CH3:50])[CH2:33][CH2:32][CH2:31][CH3:29])[CH:15]=2)[N:10]=1)=[O:8])[CH3:2]. (7) Given the reactants C([O:3][C:4](=[O:26])[C:5]1[CH:10]=[CH:9][C:8]([O:11][CH:12]([CH3:14])[CH3:13])=[C:7]([O:15][CH2:16][CH2:17][C:18]2[CH:23]=[CH:22][C:21]([Cl:24])=[CH:20][C:19]=2[Cl:25])[CH:6]=1)C.O.[OH-].[Na+].Cl, predict the reaction product. The product is: [Cl:25][C:19]1[CH:20]=[C:21]([Cl:24])[CH:22]=[CH:23][C:18]=1[CH2:17][CH2:16][O:15][C:7]1[CH:6]=[C:5]([CH:10]=[CH:9][C:8]=1[O:11][CH:12]([CH3:14])[CH3:13])[C:4]([OH:26])=[O:3]. (8) The product is: [NH2:13][C:11](=[O:12])[C@H:10]([NH:9][C:6]1[CH:7]=[CH:8][C:3]([C:1]([NH2:2])=[O:26])=[C:4]([NH:18][C:19]2[CH:23]=[C:22]([CH3:24])[O:21][N:20]=2)[CH:5]=1)[CH2:14][CH:15]([CH3:17])[CH3:16]. Given the reactants [C:1]([C:3]1[CH:8]=[CH:7][C:6]([NH:9][C@H:10]([CH2:14][CH:15]([CH3:17])[CH3:16])[C:11]([NH2:13])=[O:12])=[CH:5][C:4]=1[NH:18][C:19]1[CH:23]=[C:22]([CH3:24])[O:21][N:20]=1)#[N:2].C([O-])([O-])=[O:26].[K+].[K+].OO, predict the reaction product.